Dataset: Forward reaction prediction with 1.9M reactions from USPTO patents (1976-2016). Task: Predict the product of the given reaction. Given the reactants [F:1][C:2]1[CH:7]=[C:6]([CH3:8])[CH:5]=[CH:4][N:3]=1.[Mn]([O-])(=O)(=O)=[O:10].[K+].[OH2:15], predict the reaction product. The product is: [F:1][C:2]1[CH:7]=[C:6]([CH:5]=[CH:4][N:3]=1)[C:8]([OH:10])=[O:15].